From a dataset of Full USPTO retrosynthesis dataset with 1.9M reactions from patents (1976-2016). Predict the reactants needed to synthesize the given product. (1) Given the product [CH:1]([C:4]1[CH:9]=[C:8]2[C:7](=[CH:6][CH:5]=1)[NH:10][C:19]([C:21]1[CH:26]=[CH:25][CH:24]=[CH:23][CH:22]=1)=[C:18]2[C:12]1[CH:17]=[CH:16][CH:15]=[CH:14][CH:13]=1)([CH3:3])[CH3:2], predict the reactants needed to synthesize it. The reactants are: [CH:1]([C:4]1[CH:9]=[CH:8][C:7]([NH:10]N)=[CH:6][CH:5]=1)([CH3:3])[CH3:2].[C:12]1([CH2:18][C:19]([C:21]2[CH:26]=[CH:25][CH:24]=[CH:23][CH:22]=2)=O)[CH:17]=[CH:16][CH:15]=[CH:14][CH:13]=1.S(=O)(=O)(O)O. (2) Given the product [CH2:1]([O:8][C:9](=[O:23])[C@@H:10]1[CH2:14][C@H:13]([O:15][S:25]([CH3:24])(=[O:27])=[O:26])[CH2:12][N:11]1[C:16]([O:18][C:19]([CH3:20])([CH3:22])[CH3:21])=[O:17])[C:2]1[CH:7]=[CH:6][CH:5]=[CH:4][CH:3]=1, predict the reactants needed to synthesize it. The reactants are: [CH2:1]([O:8][C:9](=[O:23])[C@@H:10]1[CH2:14][C@H:13]([OH:15])[CH2:12][N:11]1[C:16]([O:18][C:19]([CH3:22])([CH3:21])[CH3:20])=[O:17])[C:2]1[CH:7]=[CH:6][CH:5]=[CH:4][CH:3]=1.[CH3:24][S:25](Cl)(=[O:27])=[O:26].O.